Task: Predict the reactants needed to synthesize the given product.. Dataset: Full USPTO retrosynthesis dataset with 1.9M reactions from patents (1976-2016) (1) Given the product [CH3:1][O:2][C:3](=[O:46])[C:4]1[CH:9]=[C:8]([O:10][C:11]2[NH:15][C:14]3[CH:29]=[C:30]([F:44])[C:31]([C:34]4[CH:35]=[C:36]5[C:40](=[CH:41][CH:42]=4)[N:39]([CH3:43])[CH:38]=[CH:37]5)=[C:32]([F:33])[C:13]=3[N:12]=2)[CH:7]=[CH:6][C:5]=1[CH3:45], predict the reactants needed to synthesize it. The reactants are: [CH3:1][O:2][C:3](=[O:46])[C:4]1[CH:9]=[C:8]([O:10][C:11]2[N:15](CC3C=CC(C4C=CC=CC=4)=CC=3)[C:14]3[CH:29]=[C:30]([F:44])[C:31]([C:34]4[CH:35]=[C:36]5[C:40](=[CH:41][CH:42]=4)[N:39]([CH3:43])[CH:38]=[CH:37]5)=[C:32]([F:33])[C:13]=3[N:12]=2)[CH:7]=[CH:6][C:5]=1[CH3:45].C1CCC=CC=1. (2) Given the product [F:1][C:2]1[CH:3]=[C:4]([C@@H:9]2[CH2:24][C@H:10]2[C:11]([O:13][C@@H:14]2[CH2:19][C@H:18]([CH3:20])[CH2:17][CH2:16][C@H:15]2[CH:21]([CH3:23])[CH3:22])=[O:12])[CH:5]=[CH:6][C:7]=1[F:8], predict the reactants needed to synthesize it. The reactants are: [F:1][C:2]1[CH:3]=[C:4](/[CH:9]=[CH:10]/[C:11]([O:13][C@@H:14]2[CH2:19][C@H:18]([CH3:20])[CH2:17][CH2:16][C@H:15]2[CH:21]([CH3:23])[CH3:22])=[O:12])[CH:5]=[CH:6][C:7]=1[F:8].[CH3:24]S(C)(=O)=C.[I-].[Na+].[OH-].[Na+].